From a dataset of Reaction yield outcomes from USPTO patents with 853,638 reactions. Predict the reaction yield, written as a fraction of the theoretical maximum amount of product (1.0 means a 100% yield; for example, 0.34 means a 34% yield). (1) The reactants are [N:1]1([C:12]([O:14][C:15]([CH3:18])([CH3:17])[CH3:16])=[O:13])[CH2:6][CH2:5][CH2:4][CH:3]([C:7]([O:9]CC)=O)[CH2:2]1.[F-].[Cs+].N#N.[Si]([C:27]([F:30])([F:29])[F:28])(C)(C)C.Cl. The catalyst is C1COCC1. The product is [F:28][C:27]([F:30])([F:29])[C:7]([CH:3]1[CH2:4][CH2:5][CH2:6][N:1]([C:12]([O:14][C:15]([CH3:16])([CH3:17])[CH3:18])=[O:13])[CH2:2]1)=[O:9]. The yield is 0.370. (2) The reactants are [NH:1]([C:17]([O:19][C:20]([CH3:23])([CH3:22])[CH3:21])=[O:18])[C@H:2]([C:14]([OH:16])=O)[CH2:3][C:4](=[O:13])[O:5][CH2:6][C:7]1[CH:12]=[CH:11][CH:10]=[CH:9][CH:8]=1.[CH:24]1[CH:25]=[CH:26][C:27]2N(O)N=N[C:28]=2[CH:29]=1.[CH2:34]1[CH2:39]CC(N=C=NC2CCCCC2)C[CH2:35]1.Cl.C[N:51]1[CH2:56][CH2:55][O:54][CH2:53]C1.C1C[O:60]CC1. The catalyst is CO.C(Cl)(Cl)Cl. The product is [NH:1]([C:17]([O:19][C:20]([CH3:23])([CH3:22])[CH3:21])=[O:18])[C@H:2]([C:14]([NH:51][C@H:56]([C:55]([O:54][CH2:53][C:28]1[CH:27]=[CH:26][CH:25]=[CH:24][CH:29]=1)=[O:60])[CH:34]([CH3:39])[CH3:35])=[O:16])[CH2:3][C:4](=[O:13])[O:5][CH2:6][C:7]1[CH:8]=[CH:9][CH:10]=[CH:11][CH:12]=1. The yield is 0.960. (3) The reactants are [Cl:1][C:2]1[C:11]2[C:6](=[CH:7][CH:8]=[CH:9][CH:10]=2)[C:5]([OH:12])=[CH:4][N:3]=1.C([O-])([O-])=O.[K+].[K+].[CH2:19](I)[CH3:20]. The catalyst is C(#N)C. The product is [Cl:1][C:2]1[C:11]2[C:6](=[CH:7][CH:8]=[CH:9][CH:10]=2)[C:5]([O:12][CH2:19][CH3:20])=[CH:4][N:3]=1. The yield is 0.620. (4) The reactants are C(N(CC)CC)C.[N:8]1([C:15]2[N:23]3[C@@H:24]([C:27]4[CH:32]=[CH:31][CH:30]=[CH:29][N:28]=4)[CH2:25][O:26][C:21]4=[C:22]3[C:17](=[CH:18][CH:19]=[C:20]4[C:33]3[C:34]([CH3:39])=[N:35][O:36][C:37]=3[CH3:38])[N:16]=2)[CH2:14][CH2:13][CH2:12][NH:11][CH2:10][CH2:9]1.[CH3:40][S:41](Cl)(=[O:43])=[O:42]. The catalyst is C(Cl)Cl.CO. The product is [CH3:39][C:34]1[C:33]([C:20]2[C:21]3[O:26][CH2:25][C@H:24]([C:27]4[CH:32]=[CH:31][CH:30]=[CH:29][N:28]=4)[N:23]4[C:15]([N:8]5[CH2:14][CH2:13][CH2:12][N:11]([S:41]([CH3:40])(=[O:43])=[O:42])[CH2:10][CH2:9]5)=[N:16][C:17]([C:22]=34)=[CH:18][CH:19]=2)=[C:37]([CH3:38])[O:36][N:35]=1. The yield is 0.640. (5) The reactants are F[C:2]1[CH:9]=[C:8]([C:10]([F:13])([F:12])[F:11])[CH:7]=[CH:6][C:3]=1[CH:4]=[O:5].[C:14]1([CH3:21])[C:19]([OH:20])=[CH:18][CH:17]=[CH:16][CH:15]=1. No catalyst specified. The product is [C:14]1([CH3:21])[CH:15]=[CH:16][CH:17]=[CH:18][C:19]=1[O:20][C:2]1[CH:9]=[C:8]([C:10]([F:13])([F:12])[F:11])[CH:7]=[CH:6][C:3]=1[CH:4]=[O:5]. The yield is 0.840. (6) The reactants are [Cl:1][C:2]1[CH:7]=[CH:6][C:5]([CH:8]2[C:17]3[C:12](=[CH:13][C:14]([C:18]4[N:19]=[N:20][C:21](Cl)=[CH:22][CH:23]=4)=[CH:15][CH:16]=3)[CH:11]([CH3:25])[NH:10][CH2:9]2)=[CH:4][CH:3]=1.NN. The catalyst is C(O)C.[Pd]. The product is [Cl:1][C:2]1[CH:3]=[CH:4][C:5]([CH:8]2[C:17]3[C:12](=[CH:13][C:14]([C:18]4[N:19]=[N:20][CH:21]=[CH:22][CH:23]=4)=[CH:15][CH:16]=3)[CH:11]([CH3:25])[NH:10][CH2:9]2)=[CH:6][CH:7]=1. The yield is 0.570. (7) The reactants are [CH:1]([OH:3])=O.[CH3:4][CH2:5][CH2:6][CH2:7][CH2:8][CH2:9][CH3:10]. No catalyst specified. The yield is 0.670. The product is [CH:1](=[O:3])[CH2:4][CH2:5][CH2:6][CH2:7][CH2:8][CH2:9][CH2:10][CH2:4][CH2:5][CH:6]=[CH:7][CH2:8][CH3:9]. (8) The reactants are [C:1]([O:5][N:6]=[C:7]1[C:16]2[C:11](=[CH:12][CH:13]=[C:14]([CH:17]=O)[CH:15]=2)[O:10][C:9]([C:19]2[N:24]=[CH:23][N:22]3[CH:25]=[CH:26][CH:27]=[C:21]3[CH:20]=2)=[CH:8]1)([CH3:4])([CH3:3])[CH3:2].[F:28][C:29]1[CH:36]=[CH:35][C:32]([CH2:33][NH2:34])=[CH:31][CH:30]=1.C(O[BH-](OC(=O)C)OC(=O)C)(=O)C.[Na+]. The catalyst is ClCCl. The product is [C:1]([O:5][N:6]=[C:7]1[C:16]2[C:11](=[CH:12][CH:13]=[C:14]([CH2:17][NH:34][CH2:33][C:32]3[CH:35]=[CH:36][C:29]([F:28])=[CH:30][CH:31]=3)[CH:15]=2)[O:10][C:9]([C:19]2[N:24]=[CH:23][N:22]3[CH:25]=[CH:26][CH:27]=[C:21]3[CH:20]=2)=[CH:8]1)([CH3:2])([CH3:4])[CH3:3]. The yield is 0.300. (9) The reactants are I[CH2:2][C@@H:3]([CH3:16])[CH2:4][N:5]1[C:10]2[CH:11]=[CH:12][CH:13]=[CH:14][C:9]=2[S:8][CH2:7][C:6]1=[O:15].[CH:17](=[C:21]1[CH2:26][CH2:25][NH:24][CH2:23][CH2:22]1)[CH2:18][CH2:19][CH3:20]. The catalyst is CC#N. The product is [CH:17](=[C:21]1[CH2:26][CH2:25][N:24]([CH2:2][C@@H:3]([CH3:16])[CH2:4][N:5]2[C:10]3[CH:11]=[CH:12][CH:13]=[CH:14][C:9]=3[S:8][CH2:7][C:6]2=[O:15])[CH2:23][CH2:22]1)[CH2:18][CH2:19][CH3:20]. The yield is 0.600.